This data is from Full USPTO retrosynthesis dataset with 1.9M reactions from patents (1976-2016). The task is: Predict the reactants needed to synthesize the given product. Given the product [CH3:26][C:20]1[C:21]([C:22]([O:24][CH3:25])=[O:23])=[C:17]([NH:16][C:13](=[O:15])[CH2:12][N:3]2[C:4]3[C:9](=[CH:8][CH:7]=[CH:6][CH:5]=3)[CH2:10][CH2:11][C:2]2=[O:1])[S:18][CH:19]=1, predict the reactants needed to synthesize it. The reactants are: [O:1]=[C:2]1[CH2:11][CH2:10][C:9]2[C:4](=[CH:5][CH:6]=[CH:7][CH:8]=2)[N:3]1[CH2:12][C:13]([OH:15])=O.[NH2:16][C:17]1[S:18][CH:19]=[C:20]([CH3:26])[C:21]=1[C:22]([O:24][CH3:25])=[O:23].